The task is: Regression. Given two drug SMILES strings and cell line genomic features, predict the synergy score measuring deviation from expected non-interaction effect.. This data is from Merck oncology drug combination screen with 23,052 pairs across 39 cell lines. (1) Drug 1: NC(=O)c1cccc2cn(-c3ccc(C4CCCNC4)cc3)nc12. Drug 2: COC1=C2CC(C)CC(OC)C(O)C(C)C=C(C)C(OC(N)=O)C(OC)C=CC=C(C)C(=O)NC(=CC1=O)C2=O. Cell line: SKMEL30. Synergy scores: synergy=9.60. (2) Drug 1: COc1cccc2c1C(=O)c1c(O)c3c(c(O)c1C2=O)CC(O)(C(=O)CO)CC3OC1CC(N)C(O)C(C)O1. Drug 2: O=C(NOCC(O)CO)c1ccc(F)c(F)c1Nc1ccc(I)cc1F. Cell line: NCIH23. Synergy scores: synergy=2.69. (3) Drug 1: N#Cc1ccc(Cn2cncc2CN2CCN(c3cccc(Cl)c3)C(=O)C2)cc1. Drug 2: CNC(=O)c1cc(Oc2ccc(NC(=O)Nc3ccc(Cl)c(C(F)(F)F)c3)cc2)ccn1. Cell line: COLO320DM. Synergy scores: synergy=5.97.